Dataset: NCI-60 drug combinations with 297,098 pairs across 59 cell lines. Task: Regression. Given two drug SMILES strings and cell line genomic features, predict the synergy score measuring deviation from expected non-interaction effect. (1) Drug 1: C1CC(C1)(C(=O)O)C(=O)O.[NH2-].[NH2-].[Pt+2]. Drug 2: N.N.Cl[Pt+2]Cl. Cell line: HCC-2998. Synergy scores: CSS=26.4, Synergy_ZIP=-6.87, Synergy_Bliss=-2.63, Synergy_Loewe=-0.191, Synergy_HSA=1.20. (2) Drug 1: CC12CCC3C(C1CCC2=O)CC(=C)C4=CC(=O)C=CC34C. Drug 2: CCC1=CC2CC(C3=C(CN(C2)C1)C4=CC=CC=C4N3)(C5=C(C=C6C(=C5)C78CCN9C7C(C=CC9)(C(C(C8N6C)(C(=O)OC)O)OC(=O)C)CC)OC)C(=O)OC.C(C(C(=O)O)O)(C(=O)O)O. Cell line: K-562. Synergy scores: CSS=85.9, Synergy_ZIP=1.70, Synergy_Bliss=2.59, Synergy_Loewe=0.720, Synergy_HSA=4.15. (3) Drug 1: CC1=C(C=C(C=C1)C(=O)NC2=CC(=CC(=C2)C(F)(F)F)N3C=C(N=C3)C)NC4=NC=CC(=N4)C5=CN=CC=C5. Drug 2: CCCCCOC(=O)NC1=NC(=O)N(C=C1F)C2C(C(C(O2)C)O)O. Cell line: RXF 393. Synergy scores: CSS=-7.89, Synergy_ZIP=2.59, Synergy_Bliss=-3.37, Synergy_Loewe=-10.0, Synergy_HSA=-10.0. (4) Drug 1: CC(CN1CC(=O)NC(=O)C1)N2CC(=O)NC(=O)C2. Drug 2: COC1=NC(=NC2=C1N=CN2C3C(C(C(O3)CO)O)O)N. Cell line: NCI-H460. Synergy scores: CSS=44.4, Synergy_ZIP=0.865, Synergy_Bliss=1.93, Synergy_Loewe=-8.77, Synergy_HSA=3.25.